Dataset: Catalyst prediction with 721,799 reactions and 888 catalyst types from USPTO. Task: Predict which catalyst facilitates the given reaction. Reactant: [F:1][C:2]([F:7])([F:6])[C:3]([OH:5])=[O:4].F[C:9](F)(F)[C:10](O)=[O:11].[NH2:15][CH2:16][CH:17]([O:20][C:21]1[CH:26]=[C:25]([F:27])[CH:24]=[CH:23][C:22]=1[NH:28][C:29]1[C:30]2[C:37]([CH3:38])=[C:36]([C:39]([O:41][CH3:42])=[O:40])[S:35][C:31]=2[N:32]=[CH:33][N:34]=1)[CH2:18][NH2:19].C(N(CC)CC)C.C(Cl)(=O)C. Product: [F:1][C:2]([F:7])([F:6])[C:3]([OH:5])=[O:4].[C:10]([NH:19][CH2:18][CH:17]([O:20][C:21]1[CH:26]=[C:25]([F:27])[CH:24]=[CH:23][C:22]=1[NH:28][C:29]1[C:30]2[C:37]([CH3:38])=[C:36]([C:39]([O:41][CH3:42])=[O:40])[S:35][C:31]=2[N:32]=[CH:33][N:34]=1)[CH2:16][NH2:15])(=[O:11])[CH3:9]. The catalyst class is: 98.